Dataset: Forward reaction prediction with 1.9M reactions from USPTO patents (1976-2016). Task: Predict the product of the given reaction. (1) Given the reactants [S:1]1[C:5]([NH:6][C:7]2[CH:12]=[C:11](Cl)[N:10]=[C:9]([S:14][C:15]3[CH:20]=[CH:19][C:18]([NH:21][C:22]([CH:24]4[CH2:26][CH2:25]4)=[O:23])=[CH:17][CH:16]=3)[N:8]=2)=[N:4][CH:3]=[N:2]1.Cl.[CH:28]1([C:31]2([F:35])[CH2:34][NH:33][CH2:32]2)[CH2:30][CH2:29]1.CCN(C(C)C)C(C)C, predict the reaction product. The product is: [S:1]1[C:5]([NH:6][C:7]2[CH:12]=[C:11]([N:33]3[CH2:34][C:31]([CH:28]4[CH2:30][CH2:29]4)([F:35])[CH2:32]3)[N:10]=[C:9]([S:14][C:15]3[CH:20]=[CH:19][C:18]([NH:21][C:22]([CH:24]4[CH2:26][CH2:25]4)=[O:23])=[CH:17][CH:16]=3)[N:8]=2)=[N:4][CH:3]=[N:2]1. (2) Given the reactants Br[C:2]1[CH:3]=[C:4]2[C:10]([C@@H:11]([C:13]3[C:18]([O:19][CH:20]([F:22])[F:21])=[CH:17][CH:16]=[C:15]([F:23])[C:14]=3[Cl:24])[CH3:12])=[CH:9][N:8](C(OC(C)(C)C)=O)[C:5]2=[N:6][CH:7]=1.[CH3:32][C:33]1[N:37]([C@H:38]2[CH2:43][CH2:42][C@H:41]([OH:44])[CH2:40][CH2:39]2)[N:36]=[CH:35][C:34]=1B1OC(C)(C)C(C)(C)O1.C([O-])([O-])=O.[K+].[K+].O.[ClH:61].CCOCC, predict the reaction product. The product is: [Cl:24][C:14]1[C:15]([F:23])=[CH:16][CH:17]=[C:18]([O:19][CH:20]([F:21])[F:22])[C:13]=1[C@H:11]([C:10]1[C:4]2[C:5](=[N:6][CH:7]=[C:2]([C:34]3[CH:35]=[N:36][N:37]([C@H:38]4[CH2:43][CH2:42][C@H:41]([OH:44])[CH2:40][CH2:39]4)[C:33]=3[CH3:32])[CH:3]=2)[NH:8][CH:9]=1)[CH3:12].[ClH:61]. (3) Given the reactants [I-:1].[CH:2]1[C:15]2[C:6](=[S+:7][C:8]3[C:13]([N:14]=2)=[CH:12][CH:11]=[CH:10][CH:9]=3)[CH:5]=[CH:4][CH:3]=1.[CH3:16][O:17][CH2:18][CH2:19][NH:20][CH2:21][CH2:22][O:23][CH3:24].[C:25]([N:32]1[CH2:37][CH2:36][NH:35][CH2:34][CH2:33]1)([O:27][C:28]([CH3:31])([CH3:30])[CH3:29])=[O:26], predict the reaction product. The product is: [I-:1].[CH3:16][O:17][CH2:18][CH2:19][N:20]([CH2:21][CH2:22][O:23][CH3:24])[C:4]1[CH:3]=[CH:2][C:15]2[C:6]([CH:5]=1)=[S+:7][C:8]1[C:13](=[CH:12][CH:11]=[C:10]([N:35]3[CH2:34][CH2:33][N:32]([C:25]([O:27][C:28]([CH3:31])([CH3:30])[CH3:29])=[O:26])[CH2:37][CH2:36]3)[CH:9]=1)[N:14]=2. (4) Given the reactants [Cl:1][C:2]1[CH:3]=[C:4]2[C:9](=[C:10](Cl)[N:11]=1)[C:8](=[O:13])[NH:7][CH:6]=[CH:5]2.[NH2:14][NH2:15], predict the reaction product. The product is: [Cl:1][C:2]1[CH:3]=[C:4]2[C:9](=[C:10]([NH:14][NH2:15])[N:11]=1)[C:8](=[O:13])[NH:7][CH:6]=[CH:5]2. (5) Given the reactants [CH3:1][O:2][C:3]1[CH:40]=[CH:39][C:6]([CH2:7][N:8]2[C:12]([NH:13][C:14]3[CH:19]=[CH:18][CH:17]=[C:16]([C:20]([F:23])([F:22])[F:21])[CH:15]=3)=[CH:11][C:10]([CH:24]3[CH2:28][CH2:27][CH:26]([NH:29][CH2:30][C:31]4[CH:36]=[CH:35][C:34]([O:37][CH3:38])=[CH:33][CH:32]=4)[CH2:25]3)=[N:9]2)=[CH:5][CH:4]=1.[C:41](OC(=O)C)(=[O:43])[CH3:42], predict the reaction product. The product is: [CH3:38][O:37][C:34]1[CH:35]=[CH:36][C:31]([CH2:30][N:29]([CH:26]2[CH2:27][CH2:28][CH:24]([C:10]3[CH:11]=[C:12]([NH:13][C:14]4[CH:19]=[CH:18][CH:17]=[C:16]([C:20]([F:22])([F:21])[F:23])[CH:15]=4)[N:8]([CH2:7][C:6]4[CH:5]=[CH:4][C:3]([O:2][CH3:1])=[CH:40][CH:39]=4)[N:9]=3)[CH2:25]2)[C:41](=[O:43])[CH3:42])=[CH:32][CH:33]=1. (6) Given the reactants [CH3:1][C:2]1[CH:10]=[CH:9][C:5]([C:6]([OH:8])=O)=[CH:4][N:3]=1.CN(C(ON1N=NC2C=CC=NC1=2)=[N+](C)C)C.F[P-](F)(F)(F)(F)F.[CH3:35][O:36][C:37]1[C:42]2[N:43]=[C:44]([NH2:46])[O:45][C:41]=2[C:40]([N:47]2[CH2:52][CH2:51][O:50][CH2:49][CH2:48]2)=[CH:39][CH:38]=1, predict the reaction product. The product is: [CH3:35][O:36][C:37]1[C:42]2[N:43]=[C:44]([NH:46][C:6](=[O:8])[C:5]3[CH:9]=[CH:10][C:2]([CH3:1])=[N:3][CH:4]=3)[O:45][C:41]=2[C:40]([N:47]2[CH2:52][CH2:51][O:50][CH2:49][CH2:48]2)=[CH:39][CH:38]=1. (7) Given the reactants [CH3:1][O:2][CH2:3][C@@H:4]1[CH2:8][CH2:7][CH2:6][N:5]1[S:9]([C:12]1[CH:13]=[C:14]2[C:18](=[CH:19][CH:20]=1)[NH:17][C:16](=O)[C:15]12[O:26]CCCO1)(=[O:11])=[O:10].Cl[CH2:28][C:29]1([C:35]#[N:36])[CH2:34][CH2:33][CH2:32][CH2:31][CH2:30]1, predict the reaction product. The product is: [CH3:1][O:2][CH2:3][C@@H:4]1[CH2:8][CH2:7][CH2:6][N:5]1[S:9]([C:12]1[CH:20]=[CH:19][C:18]2[N:17]3[CH2:28][C:29]4([CH2:34][CH2:33][CH2:32][CH2:31][CH2:30]4)[CH2:35][N:36]=[C:16]3[C:15](=[O:26])[C:14]=2[CH:13]=1)(=[O:11])=[O:10].